From a dataset of Full USPTO retrosynthesis dataset with 1.9M reactions from patents (1976-2016). Predict the reactants needed to synthesize the given product. (1) Given the product [O:23]([CH2:41][C:42]([CH:46]1[CH2:12][CH:11]([O:13][CH2:14][CH3:15])[C:9]2[C:7](=[CH:6][CH:5]=[C:4]([N+:1]([O-:3])=[O:2])[CH:10]=2)[NH:8]1)([CH3:45])[CH3:43])[Si:24]([C:37]([CH3:38])([CH3:39])[CH3:40])([C:31]1[CH:32]=[CH:33][CH:34]=[CH:35][CH:36]=1)[C:25]1[CH:30]=[CH:29][CH:28]=[CH:27][CH:26]=1, predict the reactants needed to synthesize it. The reactants are: [N+:1]([C:4]1[CH:10]=[CH:9][C:7]([NH2:8])=[CH:6][CH:5]=1)([O-:3])=[O:2].[CH:11]([O:13][CH2:14][CH3:15])=[CH2:12].FC(F)(F)C(O)=O.[O:23]([CH2:41][C:42]([CH3:46])([CH3:45])[CH:43]=O)[Si:24]([C:37]([CH3:40])([CH3:39])[CH3:38])([C:31]1[CH:36]=[CH:35][CH:34]=[CH:33][CH:32]=1)[C:25]1[CH:30]=[CH:29][CH:28]=[CH:27][CH:26]=1. (2) Given the product [CH2:1]([N:3]1[C:7]2=[N:8][CH:9]=[C:10]([C:20]3[CH2:24][C:23]4([CH2:29][CH2:28][CH2:27][CH2:26][CH2:25]4)[O:22][N:21]=3)[C:11]([NH:12][CH:13]3[CH2:18][CH2:17][C:16](=[N:31][OH:32])[CH2:15][CH2:14]3)=[C:6]2[CH:5]=[N:4]1)[CH3:2], predict the reactants needed to synthesize it. The reactants are: [CH2:1]([N:3]1[C:7]2=[N:8][CH:9]=[C:10]([C:20]3[CH2:24][C:23]4([CH2:29][CH2:28][CH2:27][CH2:26][CH2:25]4)[O:22][N:21]=3)[C:11]([NH:12][CH:13]3[CH2:18][CH2:17][C:16](=O)[CH2:15][CH2:14]3)=[C:6]2[CH:5]=[N:4]1)[CH3:2].Cl.[NH2:31][OH:32].C(=O)([O-])[O-].[K+].[K+]. (3) The reactants are: Br[C:2]1[CH:10]=[CH:9][C:8]([O:11]C)=[CH:7][C:3]=1C(O)=O.Br[C:14]1[CH:22]=[CH:21][CH:20]=[CH:19][C:15]=1[C:16]([OH:18])=[O:17].[OH-].[Na+]. Given the product [CH:21]1[CH:22]=[C:14]2[C:2]3[CH:10]=[CH:9][C:8]([OH:11])=[CH:7][C:3]=3[O:18][C:16](=[O:17])[C:15]2=[CH:19][CH:20]=1, predict the reactants needed to synthesize it. (4) Given the product [CH3:1][O:2][C:3](=[O:24])[C@@H:4]([NH:13][C:14](=[O:23])[C:15]1[CH:20]=[C:19]([Cl:21])[CH:18]=[CH:17][C:16]=1[NH2:22])[CH2:5][C:6]1[CH:11]=[CH:10][C:9]([C:28]2[CH:27]=[CH:26][C:25]([CH:31]3[CH2:36][CH2:35][CH2:34][CH2:33][CH2:32]3)=[CH:30][CH:29]=2)=[CH:8][CH:7]=1, predict the reactants needed to synthesize it. The reactants are: [CH3:1][O:2][C:3](=[O:24])[C@@H:4]([NH:13][C:14](=[O:23])[C:15]1[CH:20]=[C:19]([Cl:21])[CH:18]=[CH:17][C:16]=1[NH2:22])[CH2:5][C:6]1[CH:11]=[CH:10][C:9](Br)=[CH:8][CH:7]=1.[CH:25]1([C:31]2[CH:36]=[CH:35][C:34](B(O)O)=[CH:33][CH:32]=2)[CH2:30][CH2:29][CH2:28][CH2:27][CH2:26]1.C([O-])([O-])=O.[Na+].[Na+]. (5) Given the product [C:5]1([C:11]2([OH:18])[CH2:17][CH2:16][CH2:15][CH2:14][CH2:13][CH2:12]2)[CH:10]=[CH:9][CH:8]=[CH:7][CH:6]=1, predict the reactants needed to synthesize it. The reactants are: [Mg].II.Br[C:5]1[CH:10]=[CH:9][CH:8]=[CH:7][CH:6]=1.[C:11]1(=[O:18])[CH2:17][CH2:16][CH2:15][CH2:14][CH2:13][CH2:12]1.[Cl-].[NH4+]. (6) Given the product [CH3:1][O:2][C:3]1[CH:4]=[CH:5][C:6]([NH:9][C:10]2[C:15]([NH2:16])=[CH:14][N:13]=[C:12]([NH:19][C:20]3[CH:24]=[CH:23][N:22]([CH3:25])[N:21]=3)[N:11]=2)=[CH:7][CH:8]=1, predict the reactants needed to synthesize it. The reactants are: [CH3:1][O:2][C:3]1[CH:8]=[CH:7][C:6]([NH:9][C:10]2[C:15]([N+:16]([O-])=O)=[CH:14][N:13]=[C:12]([NH:19][C:20]3[CH:24]=[CH:23][N:22]([CH3:25])[N:21]=3)[N:11]=2)=[CH:5][CH:4]=1. (7) Given the product [F:1][C:2]([F:10])([F:11])[C:3]1[CH:4]=[C:5]([NH:9][C:28]([C:24]2[CH:23]=[C:22]([C:15]3[CH:16]=[CH:17][C:18]([O:20][CH3:21])=[CH:19][C:14]=3[O:13][CH3:12])[CH:27]=[CH:26][CH:25]=2)=[O:29])[CH:6]=[CH:7][CH:8]=1, predict the reactants needed to synthesize it. The reactants are: [F:1][C:2]([F:11])([F:10])[C:3]1[CH:4]=[C:5]([NH2:9])[CH:6]=[CH:7][CH:8]=1.[CH3:12][O:13][C:14]1[CH:19]=[C:18]([O:20][CH3:21])[CH:17]=[CH:16][C:15]=1[C:22]1[CH:27]=[CH:26][CH:25]=[C:24]([C:28](Cl)=[O:29])[CH:23]=1. (8) Given the product [F:1][C:2]1[CH:3]=[CH:4][C:5]([C:8]2[CH:9]=[C:10]([C:13]3[S:14][CH:15]=[CH:16][CH:17]=3)[NH:11][N:12]=2)=[CH:6][CH:7]=1, predict the reactants needed to synthesize it. The reactants are: [F:1][C:2]1[CH:7]=[CH:6][C:5]([CH:8]2[NH:12][NH:11][C:10]([C:13]3[S:14][CH:15]=[CH:16][CH:17]=3)=[CH:9]2)=[CH:4][CH:3]=1.